This data is from Full USPTO retrosynthesis dataset with 1.9M reactions from patents (1976-2016). The task is: Predict the reactants needed to synthesize the given product. (1) The reactants are: [CH3:1][O:2][C:3]([C:5]12[CH2:14][CH:9]3[CH2:10][CH:11]([CH2:13][CH:7]([CH:8]3[NH:15][C:16](=[O:26])[C:17]3[CH:22]=[CH:21][CH:20]=[C:19]([N+:23]([O-])=O)[CH:18]=3)[CH2:6]1)[CH2:12]2)=[O:4].[H][H]. Given the product [CH3:1][O:2][C:3]([C:5]12[CH2:14][CH:9]3[CH2:10][CH:11]([CH2:13][CH:7]([CH:8]3[NH:15][C:16](=[O:26])[C:17]3[CH:22]=[CH:21][CH:20]=[C:19]([NH2:23])[CH:18]=3)[CH2:6]1)[CH2:12]2)=[O:4], predict the reactants needed to synthesize it. (2) Given the product [Br:22][C@@H:12]([CH2:13][O:14][CH2:15][C:16]1[CH:21]=[CH:20][CH:19]=[CH:18][CH:17]=1)[C@@H:11]([O:23][CH2:24][C:25]1[CH:30]=[CH:29][CH:28]=[CH:27][CH:26]=1)[C@H:10]([F:31])[CH:9]=[O:3], predict the reactants needed to synthesize it. The reactants are: C(O)(=O)C=[O:3].CON=[CH:9][C@H:10]([F:31])[C@H:11]([O:23][CH2:24][C:25]1[CH:30]=[CH:29][CH:28]=[CH:27][CH:26]=1)[C@@H:12]([Br:22])[CH2:13][O:14][CH2:15][C:16]1[CH:21]=[CH:20][CH:19]=[CH:18][CH:17]=1.C(OCC)(=O)C.O. (3) Given the product [Cl:8][C:5]1[CH:6]=[CH:7][C:2]([CH:22]([C:23](=[O:26])[CH2:24][CH3:25])[CH3:21])=[CH:3][C:4]=1[O:9][CH2:10][CH2:11][O:19][CH3:15], predict the reactants needed to synthesize it. The reactants are: Br[C:2]1[CH:7]=[CH:6][C:5]([Cl:8])=[C:4]([O:9][CH2:10][CH2:11]COC)[CH:3]=1.[C:15]([O:19][Na])(C)(C)C.[CH3:21][CH2:22][C:23](=[O:26])[CH2:24][CH3:25]. (4) Given the product [CH2:1]([C:8]1[O:9][C:10]([C:13]2[CH:14]=[C:15]3[C:20](=[CH:21][CH:22]=2)[CH:19]=[C:18]([O:23][CH:24]([CH2:29][C:30]2[CH:35]=[CH:34][CH:33]=[CH:32][CH:31]=2)[C:25]([OH:27])=[O:26])[CH:17]=[CH:16]3)=[CH:11][N:12]=1)[C:2]1[CH:3]=[CH:4][CH:5]=[CH:6][CH:7]=1, predict the reactants needed to synthesize it. The reactants are: [CH2:1]([C:8]1[O:9][C:10]([C:13]2[CH:14]=[C:15]3[C:20](=[CH:21][CH:22]=2)[CH:19]=[C:18]([O:23][CH:24]([CH2:29][C:30]2[CH:35]=[CH:34][CH:33]=[CH:32][CH:31]=2)[C:25]([O:27]C)=[O:26])[CH:17]=[CH:16]3)=[CH:11][N:12]=1)[C:2]1[CH:7]=[CH:6][CH:5]=[CH:4][CH:3]=1.[OH-].[Na+].Cl. (5) Given the product [CH3:16][C:17]1[CH:18]=[C:19]([CH:23]=[CH:24][C:25]=1[C:26]#[C:27][CH2:28][CH2:29][CH3:30])[C:20]([NH:15][CH2:14][CH2:13][C:10]1[CH:11]=[CH:12][C:7]([CH2:6][N:1]2[CH2:5][CH2:4][CH2:3][CH2:2]2)=[CH:8][CH:9]=1)=[O:21], predict the reactants needed to synthesize it. The reactants are: [N:1]1([CH2:6][C:7]2[CH:12]=[CH:11][C:10]([CH2:13][CH2:14][NH2:15])=[CH:9][CH:8]=2)[CH2:5][CH2:4][CH2:3][CH2:2]1.[CH3:16][C:17]1[CH:18]=[C:19]([CH:23]=[CH:24][C:25]=1[C:26]#[C:27][CH2:28][CH2:29][CH3:30])[C:20](O)=[O:21]. (6) Given the product [CH2:21]([O:8][CH2:7][CH2:6][CH2:5][CH2:4][OH:10])[CH:22]=[CH2:23], predict the reactants needed to synthesize it. The reactants are: C([CH2:4][CH2:5][CH2:6][CH:7]=[O:8])C=C.C(O)(C(F)(F)F)=[O:10].C(Cl)(Cl)Cl.N1C=[CH:23][CH:22]=[CH:21]1. (7) Given the product [C:1]([O:5][C:6]([N:8]1[CH2:9][CH2:10][N:11]([C:14]2[C:22]3[O:21][C:20]([C:23](=[O:25])[NH:24][CH3:36])=[C:19]([CH2:26][C:27]4[CH:28]=[CH:29][CH:30]=[CH:31][CH:32]=4)[C:18]=3[CH:17]=[C:16]([CH3:33])[CH:15]=2)[CH2:12][CH2:13]1)=[O:7])([CH3:4])([CH3:3])[CH3:2], predict the reactants needed to synthesize it. The reactants are: [C:1]([O:5][C:6]([N:8]1[CH2:13][CH2:12][N:11]([C:14]2[C:22]3[O:21][C:20]([C:23](=[O:25])[NH2:24])=[C:19]([CH2:26][C:27]4[CH:32]=[CH:31][CH:30]=[CH:29][CH:28]=4)[C:18]=3[CH:17]=[C:16]([CH3:33])[CH:15]=2)[CH2:10][CH2:9]1)=[O:7])([CH3:4])([CH3:3])[CH3:2].[H-].[Na+].[CH3:36]I.